Dataset: Full USPTO retrosynthesis dataset with 1.9M reactions from patents (1976-2016). Task: Predict the reactants needed to synthesize the given product. (1) The reactants are: [N:1]([C:4]1[C:9](/[CH:10]=[CH:11]\[CH3:12])=[C:8]([C:13]([O:15][CH3:16])=[O:14])[N:7]=[C:6]([C:17]2[CH:22]=[CH:21][C:20]([Cl:23])=[C:19]([O:24][CH3:25])[C:18]=2[F:26])[N:5]=1)=[N+]=[N-]. Given the product [Cl:23][C:20]1[CH:21]=[CH:22][C:17]([C:6]2[N:7]=[C:8]([C:13]([O:15][CH3:16])=[O:14])[C:9]3[CH:10]=[C:11]([CH3:12])[NH:1][C:4]=3[N:5]=2)=[C:18]([F:26])[C:19]=1[O:24][CH3:25], predict the reactants needed to synthesize it. (2) Given the product [Cl:4][C:5]1[CH:10]=[CH:9][C:8]([S:11]([CH:14]([C:23]2[CH:28]=[C:27]([F:29])[CH:26]=[CH:25][C:24]=2[F:30])[C:15]2[C:20]([CH3:21])=[CH:19][N:18]=[C:17]([NH:22][S:38]([CH3:37])(=[O:40])=[O:39])[CH:16]=2)(=[O:13])=[O:12])=[CH:7][CH:6]=1, predict the reactants needed to synthesize it. The reactants are: C(Cl)Cl.[Cl:4][C:5]1[CH:10]=[CH:9][C:8]([S:11]([CH:14]([C:23]2[CH:28]=[C:27]([F:29])[CH:26]=[CH:25][C:24]=2[F:30])[C:15]2[C:20]([CH3:21])=[CH:19][N:18]=[C:17]([NH2:22])[CH:16]=2)(=[O:13])=[O:12])=[CH:7][CH:6]=1.N1C=CC=CC=1.[CH3:37][S:38](Cl)(=[O:40])=[O:39]. (3) Given the product [CH2:1]([C:8]1[CH:13]=[C:12]([CH3:14])[N:11]=[C:10]([NH:15][CH:16]2[CH2:21][CH2:20][N:19]([C:22]3[O:28][N:27]=[C:24]([CH3:25])[N:23]=3)[CH2:18][CH2:17]2)[N:9]=1)[C:2]1[CH:3]=[CH:4][CH:5]=[CH:6][CH:7]=1, predict the reactants needed to synthesize it. The reactants are: [CH2:1]([C:8]1[CH:13]=[C:12]([CH3:14])[N:11]=[C:10]([NH:15][CH:16]2[CH2:21][CH2:20][N:19]([C:22]#[N:23])[CH2:18][CH2:17]2)[N:9]=1)[C:2]1[CH:7]=[CH:6][CH:5]=[CH:4][CH:3]=1.[C:24](=[N:27][OH:28])(N)[CH3:25]. (4) Given the product [C:1]([N:5]1[CH2:10][CH2:9][C:8]([CH3:12])([CH3:11])[C:7]([C:13]([N:15]([CH3:25])[C:16]2[CH:17]=[CH:18][CH:19]=[CH:20][CH:21]=2)=[O:14])=[CH:6]1)([CH3:2])([CH3:3])[CH3:4], predict the reactants needed to synthesize it. The reactants are: [C:1]([N:5]1[CH2:10][CH2:9][C:8]([CH3:12])([CH3:11])[C:7]([C:13]([NH:15][C:16]2[CH:21]=[CH:20][CH:19]=[CH:18][CH:17]=2)=[O:14])=[CH:6]1)([CH3:4])([CH3:3])[CH3:2].[H-].[Na+].I[CH3:25].